This data is from Reaction yield outcomes from USPTO patents with 853,638 reactions. The task is: Predict the reaction yield, written as a fraction of the theoretical maximum amount of product (1.0 means a 100% yield; for example, 0.34 means a 34% yield). The reactants are [I:1][C:2]1[C:3]([CH2:11][NH:12]C(=O)C)=[CH:4][C:5]2[O:9][CH2:8][O:7][C:6]=2[CH:10]=1. The catalyst is Cl. The product is [I:1][C:2]1[C:3]([CH2:11][NH2:12])=[CH:4][C:5]2[O:9][CH2:8][O:7][C:6]=2[CH:10]=1. The yield is 0.850.